Predict which catalyst facilitates the given reaction. From a dataset of Catalyst prediction with 721,799 reactions and 888 catalyst types from USPTO. (1) Reactant: [CH3:1][N:2]([CH2:6][CH:7]1[CH2:12][CH2:11][NH:10][CH2:9][CH2:8]1)[C:3](=[O:5])[CH3:4].[F:13][C:14]([F:40])([F:39])[C:15]1[CH:20]=[CH:19][C:18]([C:21]2[C:22]([C:27]([NH:29][C:30]3[CH:31]=[C:32]([C:36](O)=[O:37])[N:33]([CH3:35])[CH:34]=3)=[O:28])=[CH:23][CH:24]=[CH:25][CH:26]=2)=[CH:17][CH:16]=1.CN(C(ON1N=NC2C=CC=CC1=2)=[N+](C)C)C.[B-](F)(F)(F)F.C(N(CC)CC)C. Product: [C:3]([N:2]([CH2:6][CH:7]1[CH2:8][CH2:9][N:10]([C:36]([C:32]2[N:33]([CH3:35])[CH:34]=[C:30]([NH:29][C:27]([C:22]3[C:21]([C:18]4[CH:17]=[CH:16][C:15]([C:14]([F:40])([F:13])[F:39])=[CH:20][CH:19]=4)=[CH:26][CH:25]=[CH:24][CH:23]=3)=[O:28])[CH:31]=2)=[O:37])[CH2:11][CH2:12]1)[CH3:1])(=[O:5])[CH3:4]. The catalyst class is: 9. (2) Reactant: [Cr:1]([O-:5])([O-:4])(=[O:3])=[O:2].[Cr:6]([O-])([O-:9])(=[O:8])=[O:7].[Na+:11].[Na+].C(=O)=O.C(=O)(O)[O-].[Na+]. Product: [OH2:2].[OH2:7].[Cr:1]([O:5][Cr:6]([O-:9])(=[O:8])=[O:7])([O-:4])(=[O:3])=[O:2].[Na+:11].[Na+:11]. The catalyst class is: 6. (3) Reactant: C([O:5][C:6]([CH2:8][O:9][C:10](=[O:18])[C:11]1[CH:16]=[CH:15][C:14]([OH:17])=[CH:13][CH:12]=1)=[O:7])(C)(C)C.[OH-].[Li+].C(O)(=O)C. Product: [C:6]([CH2:8][O:9][C:10](=[O:18])[C:11]1[CH:16]=[CH:15][C:14]([OH:17])=[CH:13][CH:12]=1)([OH:7])=[O:5]. The catalyst class is: 7. (4) Reactant: Br[C:2]1[CH:3]=[C:4]([CH:7]=[CH:8][CH:9]=1)[CH:5]=[O:6].[CH2:10]([OH:14])[CH2:11][C:12]#[CH:13].C(N(CC)CC)C. Product: [OH:14][CH2:10][CH2:11][C:12]#[C:13][C:2]1[CH:3]=[C:4]([CH:7]=[CH:8][CH:9]=1)[CH:5]=[O:6]. The catalyst class is: 1.